Dataset: Forward reaction prediction with 1.9M reactions from USPTO patents (1976-2016). Task: Predict the product of the given reaction. (1) Given the reactants [NH2:1][C:2]1[N:3]([CH3:24])[C:4](=[O:23])[C:5]2([C:15]3[C:10](=[CH:11][CH:12]=[C:13](Br)[CH:14]=3)[O:9][CH:8]([C:17]3[CH:22]=[CH:21][CH:20]=[CH:19][CH:18]=3)[CH2:7]2)[N:6]=1.[CH3:25][S:26]([C:29]1[CH:34]=[CH:33][C:32](B(O)O)=[CH:31][CH:30]=1)(=[O:28])=[O:27], predict the reaction product. The product is: [NH2:1][C:2]1[N:3]([CH3:24])[C:4](=[O:23])[C:5]2([C:15]3[C:10](=[CH:11][CH:12]=[C:13]([C:32]4[CH:33]=[CH:34][C:29]([S:26]([CH3:25])(=[O:28])=[O:27])=[CH:30][CH:31]=4)[CH:14]=3)[O:9][CH:8]([C:17]3[CH:22]=[CH:21][CH:20]=[CH:19][CH:18]=3)[CH2:7]2)[N:6]=1. (2) Given the reactants C([O:8][C:9]1[CH:36]=[CH:35][C:34]([C:37]2[O:38][CH:39]=[N:40][N:41]=2)=[CH:33][C:10]=1[C:11]([NH:13][C:14]1[CH:26]=[C:25]([C:27]2[CH:32]=[CH:31][CH:30]=[CH:29][CH:28]=2)[CH:24]=[CH:23][C:15]=1[C:16]([O:18][C:19]([CH3:22])([CH3:21])[CH3:20])=[O:17])=[O:12])C1C=CC=CC=1, predict the reaction product. The product is: [OH:8][C:9]1[CH:36]=[CH:35][C:34]([C:37]2[O:38][CH:39]=[N:40][N:41]=2)=[CH:33][C:10]=1[C:11]([NH:13][C:14]1[CH:26]=[C:25]([C:27]2[CH:32]=[CH:31][CH:30]=[CH:29][CH:28]=2)[CH:24]=[CH:23][C:15]=1[C:16]([O:18][C:19]([CH3:22])([CH3:21])[CH3:20])=[O:17])=[O:12]. (3) Given the reactants [C:1]([O:5][C:6]([N:8]1[CH2:28][CH2:27][C:12]2=[C:13]([N:20]3[CH2:23][CH:22]([C:24](O)=[O:25])[CH2:21]3)[N:14]3[C:18]([N:19]=[C:11]2[CH:10]([CH3:29])[CH2:9]1)=[CH:17][CH:16]=[N:15]3)=[O:7])([CH3:4])([CH3:3])[CH3:2].CN(C(ON1N=NC2C=CC=CC1=2)=[N+](C)C)C.[B-](F)(F)(F)F.CCN(C(C)C)C(C)C.[Cl-].[CH3:62][C:63]1([CH3:68])[CH2:67][CH2:66][NH2+:65][CH2:64]1, predict the reaction product. The product is: [C:1]([O:5][C:6]([N:8]1[CH2:28][CH2:27][C:12]2=[C:13]([N:20]3[CH2:21][CH:22]([C:24]([N:65]4[CH2:66][CH2:67][C:63]([CH3:68])([CH3:62])[CH2:64]4)=[O:25])[CH2:23]3)[N:14]3[C:18]([N:19]=[C:11]2[CH:10]([CH3:29])[CH2:9]1)=[CH:17][CH:16]=[N:15]3)=[O:7])([CH3:3])([CH3:4])[CH3:2]. (4) Given the reactants C[O:2][C:3](=[O:34])[C:4]1[CH:9]=[C:8]([NH2:10])[CH:7]=[C:6]([N:11]2[C:15]([CH3:16])=[CH:14][CH:13]=[C:12]2[C:17]2[CH:22]=[C:21]([Cl:23])[CH:20]=[CH:19][C:18]=2[O:24][CH2:25][C:26]2[CH:31]=[CH:30][CH:29]=[C:28]([F:32])[C:27]=2[F:33])[CH:5]=1, predict the reaction product. The product is: [Cl:23][C:21]1[CH:20]=[CH:19][C:18]([O:24][CH2:25][C:26]2[CH:31]=[CH:30][CH:29]=[C:28]([F:32])[C:27]=2[F:33])=[C:17]([C:12]2[N:11]([C:6]3[CH:5]=[C:4]([CH:9]=[C:8]([NH2:10])[CH:7]=3)[C:3]([OH:34])=[O:2])[C:15]([CH3:16])=[CH:14][CH:13]=2)[CH:22]=1. (5) Given the reactants [CH2:1]([C:8]1[N:12]([CH:13]([CH:23]2[CH2:28][CH2:27][CH2:26][CH2:25][CH2:24]2)[C:14]([NH:16][CH:17]2[CH2:22][CH2:21]C[CH2:19][CH2:18]2)=[O:15])[C:11]2[CH:29]=[C:30]([Cl:34])[C:31]([F:33])=[CH:32][C:10]=2[N:9]=1)[C:2]1[CH:7]=[CH:6][CH:5]=[CH:4][CH:3]=1.C1([CH:41]=[O:42])CCCCC1.[Cl:43]C1C=C(C=CC=1)C=O.ClC1C=C(CC(O)=O)C=CC=1.C1(C(OC)C(O)=O)CCCCC1.C1([N+]#[C-])CCCCC1.C1([N+]#[C-])CCCC1, predict the reaction product. The product is: [Cl:34][C:30]1[C:31]([F:33])=[CH:32][C:10]2[N:9]=[C:8]([CH:1]([CH:2]3[CH2:7][CH2:6][CH2:5][CH2:4][CH2:3]3)[O:42][CH3:41])[N:12]([CH:13]([C:23]3[CH:24]=[CH:25][CH:26]=[C:27]([Cl:43])[CH:28]=3)[C:14]([NH:16][CH:17]3[CH2:18][CH2:19][CH2:21][CH2:22]3)=[O:15])[C:11]=2[CH:29]=1. (6) Given the reactants [Cl:1][C:2]1[CH:9]=[C:8]([N:10]([CH2:16][CH:17]2[CH2:20][CH2:19][CH2:18]2)[C@H:11]2[CH2:15][CH2:14][NH:13][CH2:12]2)[CH:7]=[CH:6][C:3]=1[C:4]#[N:5].CCN(C(C)C)C(C)C.[CH:30]1([CH2:36][S:37](Cl)(=[O:39])=[O:38])[CH2:35][CH2:34][CH2:33][CH2:32][CH2:31]1.CO, predict the reaction product. The product is: [Cl:1][C:2]1[CH:9]=[C:8]([N:10]([CH2:16][CH:17]2[CH2:20][CH2:19][CH2:18]2)[C@H:11]2[CH2:15][CH2:14][N:13]([S:37]([CH2:36][CH:30]3[CH2:35][CH2:34][CH2:33][CH2:32][CH2:31]3)(=[O:39])=[O:38])[CH2:12]2)[CH:7]=[CH:6][C:3]=1[C:4]#[N:5].